This data is from Full USPTO retrosynthesis dataset with 1.9M reactions from patents (1976-2016). The task is: Predict the reactants needed to synthesize the given product. (1) Given the product [C:1]([O:5][C:6](=[O:28])[NH:7][CH2:8][CH2:9][CH2:10][N:11]([C:12]([O:14][C:15]([CH3:18])([CH3:17])[CH3:16])=[O:13])[CH:19]([C:21]1[CH:26]=[CH:25][C:24]([B:29]2[O:33][C:32]([CH3:35])([CH3:34])[C:31]([CH3:37])([CH3:36])[O:30]2)=[CH:23][CH:22]=1)[CH3:20])([CH3:4])([CH3:3])[CH3:2], predict the reactants needed to synthesize it. The reactants are: [C:1]([O:5][C:6](=[O:28])[NH:7][CH2:8][CH2:9][CH2:10][N:11]([CH:19]([C:21]1[CH:26]=[CH:25][C:24](Br)=[CH:23][CH:22]=1)[CH3:20])[C:12]([O:14][C:15]([CH3:18])([CH3:17])[CH3:16])=[O:13])([CH3:4])([CH3:3])[CH3:2].[B:29]1([B:29]2[O:33][C:32]([CH3:35])([CH3:34])[C:31]([CH3:37])([CH3:36])[O:30]2)[O:33][C:32]([CH3:35])([CH3:34])[C:31]([CH3:37])([CH3:36])[O:30]1.CC([O-])=O.[K+].O1CCOCC1. (2) Given the product [Br:25][C:22]1[CH:23]=[CH:24][C:19]([NH:18][C:17]2[C:8]([C:6]([NH:5][O:4][CH2:3][CH2:2][O:1][C:40](=[O:41])[CH:36]([NH:35][C:28]([O:30][C:31]([CH3:32])([CH3:34])[CH3:33])=[O:29])[CH:37]([CH3:39])[CH3:38])=[O:7])=[CH:9][C:10]3[N:14]([CH3:15])[CH:13]=[N:12][C:11]=3[C:16]=2[F:27])=[C:20]([Cl:26])[CH:21]=1, predict the reactants needed to synthesize it. The reactants are: [OH:1][CH2:2][CH2:3][O:4][NH:5][C:6]([C:8]1[C:17]([NH:18][C:19]2[CH:24]=[CH:23][C:22]([Br:25])=[CH:21][C:20]=2[Cl:26])=[C:16]([F:27])[C:11]2[N:12]=[CH:13][N:14]([CH3:15])[C:10]=2[CH:9]=1)=[O:7].[C:28]([NH:35][C@H:36]([C:40](O)=[O:41])[CH:37]([CH3:39])[CH3:38])([O:30][C:31]([CH3:34])([CH3:33])[CH3:32])=[O:29].C1C=CC2N(O)N=NC=2C=1.O.CCN=C=NCCCN(C)C.Cl. (3) Given the product [CH2:1]([S:3]([C:6]1[CH:7]=[C:8]([C:12]2[CH:20]=[C:19]([CH2:21][N:28]3[CH2:32][CH2:31][CH2:30][CH2:29]3)[CH:18]=[C:17]3[C:13]=2[C:14]2[CH:26]=[C:25]([CH3:27])[CH:24]=[N:23][C:15]=2[NH:16]3)[CH:9]=[CH:10][CH:11]=1)(=[O:5])=[O:4])[CH3:2], predict the reactants needed to synthesize it. The reactants are: [CH2:1]([S:3]([C:6]1[CH:7]=[C:8]([C:12]2[CH:20]=[C:19]([CH2:21]O)[CH:18]=[C:17]3[C:13]=2[C:14]2[CH:26]=[C:25]([CH3:27])[CH:24]=[N:23][C:15]=2[NH:16]3)[CH:9]=[CH:10][CH:11]=1)(=[O:5])=[O:4])[CH3:2].[NH:28]1[CH2:32][CH2:31][CH2:30][CH2:29]1.C(S(C1C=C(C2C=C(CN(C)C)C=C3C=2C2C=C(C)C=NC=2N3)C=CC=1)(=O)=O)C.